This data is from Full USPTO retrosynthesis dataset with 1.9M reactions from patents (1976-2016). The task is: Predict the reactants needed to synthesize the given product. (1) Given the product [Br:1][C:2]1[CH:7]=[CH:6][C:5]([CH2:8][Br:20])=[C:4]([C:9]([F:10])([F:11])[F:12])[CH:3]=1, predict the reactants needed to synthesize it. The reactants are: [Br:1][C:2]1[CH:7]=[CH:6][C:5]([CH3:8])=[C:4]([C:9]([F:12])([F:11])[F:10])[CH:3]=1.C1C(=O)N([Br:20])C(=O)C1.C(OOC(=O)C1C=CC=CC=1)(=O)C1C=CC=CC=1. (2) Given the product [F:34][C:33]([F:36])([F:35])[CH:30]1[CH2:31][CH2:32][CH:27]([O:1][C:2]2[CH:3]=[CH:4][C:5]([C:8]3[CH:13]=[CH:12][C:11]([CH:14]=[O:15])=[CH:10][CH:9]=3)=[CH:6][CH:7]=2)[CH2:28][CH2:29]1, predict the reactants needed to synthesize it. The reactants are: [OH:1][C:2]1[CH:7]=[CH:6][C:5]([C:8]2[CH:13]=[CH:12][C:11]([CH:14]=[O:15])=[CH:10][CH:9]=2)=[CH:4][CH:3]=1.C([O-])([O-])=O.[Cs+].[Cs+].CS(O[CH:27]1[CH2:32][CH2:31][CH:30]([C:33]([F:36])([F:35])[F:34])[CH2:29][CH2:28]1)(=O)=O.